Dataset: Catalyst prediction with 721,799 reactions and 888 catalyst types from USPTO. Task: Predict which catalyst facilitates the given reaction. (1) Reactant: [CH2:1]([O:8][C:9]1[CH:14]=[CH:13][C:12]([NH:15][C:16]2[C:17]3[CH:25]=[C:24](Cl)[N:23]=[CH:22][C:18]=3[N:19]=[CH:20][N:21]=2)=[CH:11][CH:10]=1)[C:2]1[CH:7]=[CH:6][CH:5]=[CH:4][CH:3]=1.[O:27]1[CH2:31][CH2:30][O:29][CH:28]1[C:32]1[CH:33]=[C:34]([Sn](CCCC)(CCCC)CCCC)[CH:35]=[CH:36][CH:37]=1. Product: [CH2:1]([O:8][C:9]1[CH:14]=[CH:13][C:12]([NH:15][C:16]2[C:17]3[CH:25]=[C:24]([C:34]4[CH:35]=[CH:36][CH:37]=[C:32]([CH:28]5[O:27][CH2:31][CH2:30][O:29]5)[CH:33]=4)[N:23]=[CH:22][C:18]=3[N:19]=[CH:20][N:21]=2)=[CH:11][CH:10]=1)[C:2]1[CH:7]=[CH:6][CH:5]=[CH:4][CH:3]=1. The catalyst class is: 12. (2) Reactant: C[O:2][C:3]([C:5]1[S:32][C:8]2[N:9]=[CH:10][N:11]=[C:12]([NH:13][C:14]3[CH:19]=[CH:18][C:17]([F:20])=[CH:16][C:15]=3[O:21][CH:22]3[CH2:26][CH2:25][N:24]([C:27](=[O:31])[CH2:28][O:29][CH3:30])[CH2:23]3)[C:7]=2[C:6]=1[CH3:33])=O.[NH3:34]. Product: [F:20][C:17]1[CH:18]=[CH:19][C:14]([NH:13][C:12]2[C:7]3[C:6]([CH3:33])=[C:5]([C:3]([NH2:34])=[O:2])[S:32][C:8]=3[N:9]=[CH:10][N:11]=2)=[C:15]([O:21][CH:22]2[CH2:26][CH2:25][N:24]([C:27](=[O:31])[CH2:28][O:29][CH3:30])[CH2:23]2)[CH:16]=1. The catalyst class is: 5. (3) Reactant: Br[C:2]1[CH:7]=[CH:6][N:5]=[C:4]([CH2:8][N:9]2[C:17]3[C:12](=[C:13]([C@@H:18]([OH:20])[CH3:19])[CH:14]=[CH:15][CH:16]=3)[C:11]([F:22])([F:21])[C:10]2=[O:23])[CH:3]=1.[CH3:24][N:25](C)C=O. Product: [F:21][C:11]1([F:22])[C:12]2[C:17](=[CH:16][CH:15]=[CH:14][C:13]=2[C@@H:18]([OH:20])[CH3:19])[N:9]([CH2:8][C:4]2[CH:3]=[C:2]([C:24]#[N:25])[CH:7]=[CH:6][N:5]=2)[C:10]1=[O:23]. The catalyst class is: 267. (4) Reactant: Cl.[S:2]1[C:10]2[C:5](=[N:6][CH:7]=[CH:8][CH:9]=2)[N:4]=[C:3]1[O:11][C:12]1[CH:27]=[CH:26][C:15]2[CH:16]=[C:17]([CH2:19][N:20]3[CH2:24][CH2:23][CH:22]([NH2:25])[CH2:21]3)[O:18][C:14]=2[CH:13]=1.CCN(C(C)C)C(C)C.[C:37](Cl)(=[O:42])[C:38]([CH3:41])([CH3:40])[CH3:39]. Product: [CH:14]([OH:18])=[O:42].[CH3:39][C:38]([CH3:41])([CH3:40])[C:37]([NH:25][CH:22]1[CH2:23][CH2:24][N:20]([CH2:19][C:17]2[O:18][C:14]3[CH:13]=[C:12]([O:11][C:3]4[S:2][C:10]5[C:5]([N:4]=4)=[N:6][CH:7]=[CH:8][CH:9]=5)[CH:27]=[CH:26][C:15]=3[CH:16]=2)[CH2:21]1)=[O:42]. The catalyst class is: 2. (5) Reactant: [Cl:1][C:2]1[C:7]([N:8]2[CH2:13][CH2:12][N:11]([CH:14]3[CH2:17][O:16][CH2:15]3)[CH:10]([C:18]([N:20]3[CH2:25][CH2:24][O:23][CH2:22][CH2:21]3)=[O:19])[CH2:9]2)=[CH:6][C:5]([C:26]#[N:27])=[CH:4][C:3]=1[NH:28]C(=O)OC(C)(C)C.C(O)(C(F)(F)F)=O. Product: [NH2:28][C:3]1[CH:4]=[C:5]([CH:6]=[C:7]([N:8]2[CH2:13][CH2:12][N:11]([CH:14]3[CH2:17][O:16][CH2:15]3)[CH:10]([C:18]([N:20]3[CH2:25][CH2:24][O:23][CH2:22][CH2:21]3)=[O:19])[CH2:9]2)[C:2]=1[Cl:1])[C:26]#[N:27]. The catalyst class is: 2. (6) Reactant: [C:1](N1C=CC=CC1=O)(N1C=CC=CC1=O)=[S:2].[Br:17][C:18]1[CH:19]=[C:20]2[C:25](=[CH:26][CH:27]=1)[CH:24]=[N:23][C:22]([NH2:28])=[CH:21]2. Product: [Br:17][C:18]1[CH:19]=[C:20]2[C:25](=[CH:26][CH:27]=1)[CH:24]=[N:23][C:22]([N:28]=[C:1]=[S:2])=[CH:21]2. The catalyst class is: 4.